From a dataset of NCI-60 drug combinations with 297,098 pairs across 59 cell lines. Regression. Given two drug SMILES strings and cell line genomic features, predict the synergy score measuring deviation from expected non-interaction effect. (1) Drug 1: C1CN1P(=S)(N2CC2)N3CC3. Drug 2: C1CC(C1)(C(=O)O)C(=O)O.[NH2-].[NH2-].[Pt+2]. Cell line: BT-549. Synergy scores: CSS=16.4, Synergy_ZIP=-6.01, Synergy_Bliss=-3.55, Synergy_Loewe=-1.60, Synergy_HSA=-0.521. (2) Drug 1: CC1=C2C(C(=O)C3(C(CC4C(C3C(C(C2(C)C)(CC1OC(=O)C(C(C5=CC=CC=C5)NC(=O)OC(C)(C)C)O)O)OC(=O)C6=CC=CC=C6)(CO4)OC(=O)C)OC)C)OC. Drug 2: CCC1=C2CN3C(=CC4=C(C3=O)COC(=O)C4(CC)O)C2=NC5=C1C=C(C=C5)O. Cell line: MALME-3M. Synergy scores: CSS=36.9, Synergy_ZIP=-6.52, Synergy_Bliss=-1.80, Synergy_Loewe=0.735, Synergy_HSA=3.43. (3) Drug 1: CC(C)(C#N)C1=CC(=CC(=C1)CN2C=NC=N2)C(C)(C)C#N. Drug 2: CCC1=C2CN3C(=CC4=C(C3=O)COC(=O)C4(CC)O)C2=NC5=C1C=C(C=C5)O. Cell line: SK-MEL-5. Synergy scores: CSS=9.95, Synergy_ZIP=-0.865, Synergy_Bliss=5.23, Synergy_Loewe=-16.9, Synergy_HSA=-1.77. (4) Drug 1: C1=CC=C(C(=C1)C(C2=CC=C(C=C2)Cl)C(Cl)Cl)Cl. Drug 2: CN(CCCl)CCCl.Cl. Cell line: HCC-2998. Synergy scores: CSS=13.7, Synergy_ZIP=-5.74, Synergy_Bliss=3.10, Synergy_Loewe=-13.7, Synergy_HSA=-2.97. (5) Drug 1: CC1=C(C=C(C=C1)NC2=NC=CC(=N2)N(C)C3=CC4=NN(C(=C4C=C3)C)C)S(=O)(=O)N.Cl. Drug 2: C1CCC(C(C1)N)N.C(=O)(C(=O)[O-])[O-].[Pt+4]. Cell line: SNB-75. Synergy scores: CSS=9.25, Synergy_ZIP=-2.01, Synergy_Bliss=3.27, Synergy_Loewe=2.94, Synergy_HSA=4.64. (6) Drug 1: C(CCl)NC(=O)N(CCCl)N=O. Drug 2: CC12CCC3C(C1CCC2OP(=O)(O)O)CCC4=C3C=CC(=C4)OC(=O)N(CCCl)CCCl.[Na+]. Cell line: MDA-MB-231. Synergy scores: CSS=0.0205, Synergy_ZIP=-2.91, Synergy_Bliss=-0.721, Synergy_Loewe=-2.88, Synergy_HSA=-2.05.